This data is from Peptide-MHC class I binding affinity with 185,985 pairs from IEDB/IMGT. The task is: Regression. Given a peptide amino acid sequence and an MHC pseudo amino acid sequence, predict their binding affinity value. This is MHC class I binding data. (1) The peptide sequence is RVCAEMVAK. The MHC is HLA-A02:12 with pseudo-sequence HLA-A02:12. The binding affinity (normalized) is 0.0847. (2) The peptide sequence is LYRKLKREITF. The MHC is HLA-A24:02 with pseudo-sequence HLA-A24:02. The binding affinity (normalized) is 0.508.